Dataset: Experimentally validated miRNA-target interactions with 360,000+ pairs, plus equal number of negative samples. Task: Binary Classification. Given a miRNA mature sequence and a target amino acid sequence, predict their likelihood of interaction. (1) The protein sequence of the target gene is MEQRNRLGALGYLLPLLLHSLLLFVADATFTEVPKDVTVREGDDIEMPCAFRASGATSYSLEIQWWYLKEPPRELLHELALSVPGARSKVTNKDATKISTVRVQGNDISHRLRLSAVRLQDEGVYECRVSDYSDDDTQEHKAQALLRVLSRFAPPNMQAAEAVSHIQSSGPRRHGASSAVSSNNAGAAVRTTSETSHDDKNPPPGSPPAGSGVPEAAAAAASATHTATTTAAAAAASSSASPPSGQAVLLRQRHGSGTGPGYSADPLLSLLLLALHKFLHPLLGH. Result: 0 (no interaction). The miRNA is mmu-miR-488-3p with sequence UUGAAAGGCUGUUUCUUGGUC. (2) The miRNA is hsa-miR-4270 with sequence UCAGGGAGUCAGGGGAGGGC. The protein sequence of the target gene is MKDKQKKKKERTWAEAARLVLENYSDAPMTPKQILQVIEAEGLKEMRSGTSPLACLNAMLHSNSRGGEGLFYKLPGRISLFTLKKDALQWSRHPATVEGEEPEDTADVESCGSNEASTVSGENDVSLDETSSNASCSTESQSRPLSNPRDSYRASSQANKQKKKTGVMLPRVVLTPLKVNGAHVESASGFSGCHADGESGSPSSSSSGSLALGSAAIRGQAEVTQDPAPLLRGFRKPATGQMKRNRGEEIDFETPGSILVNTNLRALINSRTFHALPSHFQQQLLFLLPEVDRQVGTDGL.... Result: 1 (interaction).